From a dataset of Forward reaction prediction with 1.9M reactions from USPTO patents (1976-2016). Predict the product of the given reaction. Given the reactants B.[CH2:2]([N:9]1[C:13](=O)[C@H:12]2[C:15]3[CH:16]=[C:17]([Cl:23])[CH:18]=[CH:19][C:20]=3[CH2:21][O:22][C@H:11]2[CH2:10]1)[C:3]1[CH:8]=[CH:7][CH:6]=[CH:5][CH:4]=1.[OH-].[Na+], predict the reaction product. The product is: [CH2:2]([N:9]1[CH2:13][C@H:12]2[C:15]3[CH:16]=[C:17]([Cl:23])[CH:18]=[CH:19][C:20]=3[CH2:21][O:22][C@H:11]2[CH2:10]1)[C:3]1[CH:4]=[CH:5][CH:6]=[CH:7][CH:8]=1.